From a dataset of Forward reaction prediction with 1.9M reactions from USPTO patents (1976-2016). Predict the product of the given reaction. (1) Given the reactants [CH3:1][N:2]1[CH:6]=[N:5][CH:4]=[N:3]1.C1COCC1.C([Li])CCC.Br[C:18]1[S:22][C:21]([C:23]2[N:27]3[N:28]=[C:29]([CH3:37])[CH:30]=[C:31]([CH:32]([CH2:35][CH3:36])[CH2:33][CH3:34])[C:26]3=[N:25][C:24]=2[CH3:38])=[C:20]([CH3:39])[CH:19]=1, predict the reaction product. The product is: [CH2:33]([CH:32]([C:31]1[C:26]2[N:27]([C:23]([C:21]3[S:22][C:18]([C:6]4[N:2]([CH3:1])[N:3]=[CH:4][N:5]=4)=[CH:19][C:20]=3[CH3:39])=[C:24]([CH3:38])[N:25]=2)[N:28]=[C:29]([CH3:37])[CH:30]=1)[CH2:35][CH3:36])[CH3:34]. (2) The product is: [Si:31]([O:30][CH2:29][CH:28]([N:15]1[CH:14]=[C:13]([C:11]2[N:10]3[CH:18]=[CH:19][N:20]=[C:9]3[CH:8]=[C:7]([C:5]3[CH:4]=[N:3][N:2]([CH3:1])[CH:6]=3)[N:12]=2)[CH:17]=[N:16]1)[CH:38]1[CH2:39][CH2:40]1)([C:34]([CH3:37])([CH3:36])[CH3:35])([CH3:33])[CH3:32]. Given the reactants [CH3:1][N:2]1[CH:6]=[C:5]([C:7]2[N:12]=[C:11]([C:13]3[CH:14]=[N:15][NH:16][CH:17]=3)[N:10]3[CH:18]=[CH:19][N:20]=[C:9]3[CH:8]=2)[CH:4]=[N:3]1.[H-].[Na+].CS(O[CH:28]([CH:38]1[CH2:40][CH2:39]1)[CH2:29][O:30][Si:31]([C:34]([CH3:37])([CH3:36])[CH3:35])([CH3:33])[CH3:32])(=O)=O, predict the reaction product. (3) Given the reactants [Cl-].Cl[CH2:3][C:4]1[NH+:5]([CH2:9][CH3:10])[CH:6]=[CH:7][N:8]=1.[CH3:11][C:12]1[N:17]=[C:16]([SH:18])[N:15]=[C:14]([OH:19])[CH:13]=1.C(=O)([O-])[O-].[K+].[K+], predict the reaction product. The product is: [CH2:9]([N:5]1[CH:6]=[CH:7][N:8]=[C:4]1[CH2:3][S:18][C:16]1[N:15]=[C:14]([OH:19])[CH:13]=[C:12]([CH3:11])[N:17]=1)[CH3:10]. (4) Given the reactants C(O)C.[F:4][C:5]1[CH:6]=[C:7]([C:11](=[O:13])[CH3:12])[CH:8]=[N:9][CH:10]=1.[BrH:14].C(O)C.BrBr, predict the reaction product. The product is: [BrH:14].[Br:14][CH2:12][C:11]([C:7]1[CH:8]=[N:9][CH:10]=[C:5]([F:4])[CH:6]=1)=[O:13]. (5) Given the reactants Br[C:2]1[CH:3]=[C:4]2[C:9](=[CH:10][CH:11]=1)[N:8]([C:12](=[O:14])[CH3:13])[C@@H:7]([CH3:15])[CH2:6][NH:5]2.CC1(C)C(C)(C)OB([N:24]2[CH:28]=[CH:27][CH:26]=[N:25]2)O1.[C:30](=O)([O-])[O-].[Cs+].[Cs+].O1[CH2:41][CH2:40]OCC1, predict the reaction product. The product is: [CH:41]1([N:24]2[CH:28]=[C:27]([C:2]3[CH:3]=[C:4]4[C:9](=[CH:10][CH:11]=3)[N:8]([C:12](=[O:14])[CH3:13])[C@@H:7]([CH3:15])[CH2:6][NH:5]4)[CH:26]=[N:25]2)[CH2:40][CH2:30]1.